Dataset: Reaction yield outcomes from USPTO patents with 853,638 reactions. Task: Predict the reaction yield, written as a fraction of the theoretical maximum amount of product (1.0 means a 100% yield; for example, 0.34 means a 34% yield). (1) The reactants are [Cl:1][C:2]1[CH:10]=[CH:9][C:8]([C:11]2[N:12]([C:22]([O:24][C:25]([CH3:28])([CH3:27])[CH3:26])=[O:23])[C:13]3[C:18]([CH:19]=2)=[CH:17][C:16]([CH:20]=O)=[CH:15][CH:14]=3)=[C:7]2[C:3]=1[CH2:4][NH:5][C:6]2=[O:29].[NH2:30][C:31]1[CH:40]=[CH:39][C:34]([NH:35]C(=O)C)=[CH:33][CH:32]=1.C(O)(=O)C.C(O[BH-](OC(=O)C)OC(=O)C)(=O)C.[Na+].Cl. The catalyst is C(#N)C. The product is [Cl:1][C:2]1[CH:10]=[CH:9][C:8]([C:11]2[N:12]([C:22]([O:24][C:25]([CH3:26])([CH3:27])[CH3:28])=[O:23])[C:13]3[C:18]([CH:19]=2)=[CH:17][C:16]([CH2:20][NH:30][C:31]2[CH:40]=[CH:39][C:34]([NH2:35])=[CH:33][CH:32]=2)=[CH:15][CH:14]=3)=[C:7]2[C:3]=1[CH2:4][NH:5][C:6]2=[O:29]. The yield is 0.880. (2) The reactants are [OH:1][C:2]1[CH:9]=[CH:8][C:5]([CH:6]=[O:7])=[CH:4][CH:3]=1.C([O-])([O-])=O.[K+].[K+].Cl[CH2:17][C:18]1[N:27]([CH3:28])[C:26](=[O:29])[C:25]2[C:20](=[CH:21][CH:22]=[CH:23][CH:24]=2)[N:19]=1. The catalyst is CN(C=O)C.CCOC(C)=O. The product is [CH3:28][N:27]1[C:26](=[O:29])[C:25]2[C:20](=[CH:21][CH:22]=[CH:23][CH:24]=2)[N:19]=[C:18]1[CH2:17][O:1][C:2]1[CH:9]=[CH:8][C:5]([CH:6]=[O:7])=[CH:4][CH:3]=1. The yield is 0.720. (3) The yield is 0.930. The reactants are C([O:5][C:6](=[O:31])[CH2:7][NH:8][CH2:9][CH2:10][CH2:11][CH2:12][N:13]1[C:22]2[C:17]([C:18](=[O:24])[NH:19][C:20](=[O:23])[N:21]=2)=[N:16][C:15]2[CH:25]=[C:26]([CH3:30])[C:27]([CH3:29])=[CH:28][C:14]1=2)(C)(C)C. The product is [CH3:30][C:26]1[C:27]([CH3:29])=[CH:28][C:14]2[N:13]([CH2:12][CH2:11][CH2:10][CH2:9][NH:8][CH2:7][C:6]([OH:31])=[O:5])[C:22]3[C:17]([C:18](=[O:24])[NH:19][C:20](=[O:23])[N:21]=3)=[N:16][C:15]=2[CH:25]=1. The catalyst is C(Cl)Cl.C(O)(C(F)(F)F)=O. (4) The reactants are CS(O[CH2:6][CH2:7][C:8]#[C:9][C:10]1[CH:15]=[CH:14][CH:13]=[C:12]([CH2:16][F:17])[N:11]=1)(=O)=O.[CH3:18][NH2:19]. No catalyst specified. The product is [F:17][CH2:16][C:12]1[N:11]=[C:10]([C:9]#[C:8][CH2:7][CH2:6][NH:19][CH3:18])[CH:15]=[CH:14][CH:13]=1. The yield is 0.150. (5) The reactants are [C:1]1([S:7]([CH2:10][C:11]#[N:12])(=[O:9])=[O:8])[CH:6]=[CH:5][CH:4]=[CH:3][CH:2]=1.[OH:13][C:14]1[CH:21]=[CH:20][C:17]([CH:18]=O)=[CH:16][CH:15]=1. The catalyst is CN(C=O)C.C1(C)C=CC=CC=1. The product is [C:1]1([S:7]([C:10](=[CH:18][C:17]2[CH:20]=[CH:21][C:14]([OH:13])=[CH:15][CH:16]=2)[C:11]#[N:12])(=[O:8])=[O:9])[CH:2]=[CH:3][CH:4]=[CH:5][CH:6]=1. The yield is 0.660. (6) The reactants are [CH3:1][NH:2][CH2:3][CH2:4][C@H:5]([O:11][C:12]1[CH:13]=[CH:14][CH:15]=[C:16]2[CH:21]=[CH:20][CH:19]=[CH:18][C:17]=12)[C:6]1[S:10][CH:9]=[CH:8][CH:7]=1.C(O)(=O)C.C[Si](C)(C)[Cl:28].Cl[SiH3]. The catalyst is C(OC(=O)C)C. The product is [CH3:1][NH:2][CH2:3][CH2:4][C@H:5]([O:11][C:12]1[CH:13]=[CH:14][CH:15]=[C:16]2[CH:21]=[CH:20][CH:19]=[CH:18][C:17]=12)[C:6]1[S:10][CH:9]=[CH:8][CH:7]=1.[ClH:28]. The yield is 0.629.